From a dataset of Full USPTO retrosynthesis dataset with 1.9M reactions from patents (1976-2016). Predict the reactants needed to synthesize the given product. (1) Given the product [CH2:37]([O:36][C:34](=[O:35])[CH2:33][CH2:32][CH2:31][S:23][C:13]1[N:12]([CH2:11][C:1]2[C:10]3[C:5](=[CH:6][CH:7]=[CH:8][CH:9]=3)[CH:4]=[CH:3][CH:2]=2)[C:16]2[CH:17]=[CH:18][C:19]([C:21]#[N:22])=[CH:20][C:15]=2[N:14]=1)[CH3:38], predict the reactants needed to synthesize it. The reactants are: [C:1]1([CH2:11][N:12]2[C:16]3[CH:17]=[CH:18][C:19]([C:21]#[N:22])=[CH:20][C:15]=3[N:14]=[C:13]2[SH:23])[C:10]2[C:5](=[CH:6][CH:7]=[CH:8][CH:9]=2)[CH:4]=[CH:3][CH:2]=1.C(=O)([O-])[O-].[K+].[K+].Br[CH2:31][CH2:32][CH2:33][C:34]([O:36][CH2:37][CH3:38])=[O:35]. (2) Given the product [Cl:17][C:8]1[C:7]([NH:6][S:3]([CH2:2][Cl:1])(=[O:4])=[O:5])=[CH:12][C:11]([NH:13][C:14]([N:22]2[CH2:23][C@@H:19]([F:18])[CH2:20][C@@H:21]2[C:24]([OH:26])=[O:25])=[O:15])=[C:10]([F:16])[CH:9]=1, predict the reactants needed to synthesize it. The reactants are: [Cl:1][CH2:2][S:3]([NH:6][C:7]1[CH:12]=[C:11]([N:13]=[C:14]=[O:15])[C:10]([F:16])=[CH:9][C:8]=1[Cl:17])(=[O:5])=[O:4].[F:18][C@@H:19]1[CH2:23][NH:22][C@@H:21]([C:24]([OH:26])=[O:25])[CH2:20]1.